This data is from Reaction yield outcomes from USPTO patents with 853,638 reactions. The task is: Predict the reaction yield, written as a fraction of the theoretical maximum amount of product (1.0 means a 100% yield; for example, 0.34 means a 34% yield). (1) The reactants are [CH3:1][O:2][C:3]1[CH:4]=[C:5]2[C:10](=[CH:11][C:12]=1[O:13][CH3:14])[C:9](=O)[CH2:8][CH2:7][CH2:6]2.[NH3:16].C(O)C.[BH4-].[Na+]. The catalyst is CC(C)[O-].[Ti+4].CC(C)[O-].CC(C)[O-].CC(C)[O-]. The product is [CH3:1][O:2][C:3]1[CH:4]=[C:5]2[C:10](=[CH:11][C:12]=1[O:13][CH3:14])[CH:9]([NH2:16])[CH2:8][CH2:7][CH2:6]2. The yield is 0.0400. (2) The reactants are [C:1]([O:5][C@@H:6]([C:11]1[C:40]([CH3:41])=[C:39]([CH:42]([OH:44])[CH3:43])[C:38]2=[N:45][C:35]3=[CH:36][N:37]2[C:12]=1[N:13]1[CH2:50][CH2:49][C:16]([CH3:51])([O:17][CH2:18][CH2:19][CH2:20][CH2:21][C@H:22]([CH3:48])[O:23][C:24]2[CH:25]=[CH:26][C:27]([F:47])=[CH:28][C:29]=2[C:30]2[CH:46]=[C:34]3[CH:33]=[CH:32][CH:31]=2)[CH2:15][CH2:14]1)[C:7]([O:9]C)=[O:8])([CH3:4])([CH3:3])[CH3:2].C(O[C@@H](C1C(C)=CC2=NC3=C(Cl)N2C=1N1CCC(C)(OCCCC[C@H](C)OC2C=CC(C)=CC=2C2C=C3C=CC=2)CC1)C(O)=O)(C)(C)C. No catalyst specified. The product is [C:1]([O:5][C@@H:6]([C:11]1[C:40]([CH3:41])=[C:39]([CH:42]([OH:44])[CH3:43])[C:38]2=[N:45][C:35]3=[CH:36][N:37]2[C:12]=1[N:13]1[CH2:14][CH2:15][C:16]([CH3:51])([O:17][CH2:18][CH2:19][CH2:20][CH2:21][C@H:22]([CH3:48])[O:23][C:24]2[CH:25]=[CH:26][C:27]([F:47])=[CH:28][C:29]=2[C:30]2[CH:46]=[C:34]3[CH:33]=[CH:32][CH:31]=2)[CH2:49][CH2:50]1)[C:7]([OH:9])=[O:8])([CH3:2])([CH3:3])[CH3:4]. The yield is 0.664. (3) The reactants are [NH2:1][C:2]1[CH:11]=[C:10]2[C:5]([CH:6]=[C:7]([C:15]3[C:16]([F:32])=[CH:17][C:18]([F:31])=[C:19]([NH:21][C:22]([NH:24][C:25]4[CH:30]=[CH:29][CH:28]=[CH:27][CH:26]=4)=[O:23])[CH:20]=3)[C:8](=[O:14])[N:9]2[CH2:12][CH3:13])=[CH:4][N:3]=1.[C:33](Cl)(=[O:35])[CH3:34].C1C[O:40][CH2:39][CH2:38]1. No catalyst specified. The product is [C:33]([N:1]([C:2]1[CH:11]=[C:10]2[C:5]([CH:6]=[C:7]([C:15]3[CH:20]=[C:19]([NH:21][C:22]([NH:24][C:25]4[CH:26]=[CH:27][CH:28]=[CH:29][CH:30]=4)=[O:23])[C:18]([F:31])=[CH:17][C:16]=3[F:32])[C:8](=[O:14])[N:9]2[CH2:12][CH3:13])=[CH:4][N:3]=1)[C:39](=[O:40])[CH3:38])(=[O:35])[CH3:34]. The yield is 0.840. (4) The reactants are CC(OC(/N=N/C(OC(C)C)=O)=O)C.[OH:15][C:16]1[CH:25]=[CH:24][C:19]([C:20]([O:22][CH3:23])=[O:21])=[CH:18][CH:17]=1.[Cl:26][C:27]1[CH:28]=[C:29]([CH2:33]O)[CH:30]=[N:31][CH:32]=1.C1C=CC(P(C2C=CC=CC=2)C2C=CC=CC=2)=CC=1. The catalyst is C1COCC1.O. The product is [Cl:26][C:27]1[CH:28]=[C:29]([CH2:33][O:15][C:16]2[CH:17]=[CH:18][C:19]([C:20]([O:22][CH3:23])=[O:21])=[CH:24][CH:25]=2)[CH:30]=[N:31][CH:32]=1. The yield is 0.680. (5) The reactants are Cl[C:2]1[CH:7]=[CH:6][N:5]=[CH:4][C:3]=1[N+:8]([O-:10])=[O:9].[CH3:11][C:12]1[CH2:13][C:14](=[O:23])[N:15]([C:17]2[CH:22]=[CH:21][CH:20]=[CH:19][CH:18]=2)[N:16]=1.C(=O)([O-])[O-].[K+].[K+].O. The product is [CH3:11][C:12]1[CH:13]=[C:14]([O:23][C:2]2[CH:7]=[CH:6][N:5]=[CH:4][C:3]=2[N+:8]([O-:10])=[O:9])[N:15]([C:17]2[CH:22]=[CH:21][CH:20]=[CH:19][CH:18]=2)[N:16]=1. The yield is 0.0600. The catalyst is CN(C=O)C.C(OCC)(=O)C. (6) The reactants are [Br:1][C:2]1[C:3]([C:8]([OH:10])=O)=[N:4][N:5]([CH3:7])[CH:6]=1.F[B-](F)(F)F.[N:16]1([O:25][C:26](N(C)C)=[N+](C)C)[C:20]2C=CC=CC=2N=N1.CNOC. The catalyst is C(N(CC)C(C)C)(C)C.CN(C)C=O. The product is [Br:1][C:2]1[C:3]([C:8]([N:16]([O:25][CH3:26])[CH3:20])=[O:10])=[N:4][N:5]([CH3:7])[CH:6]=1. The yield is 0.970. (7) The reactants are [CH3:1][O:2][C:3](=[O:18])[CH:4]([C:10]1[CH:15]=[CH:14][C:13]([O:16]C)=[CH:12][CH:11]=1)[CH2:5][C:6]([O:8][CH3:9])=[O:7]. The catalyst is Br. The product is [CH3:1][O:2][C:3](=[O:18])[CH:4]([C:10]1[CH:11]=[CH:12][C:13]([OH:16])=[CH:14][CH:15]=1)[CH2:5][C:6]([O:8][CH3:9])=[O:7]. The yield is 0.920. (8) The reactants are [C:1]1([CH2:7][C:8]([OH:10])=O)[CH:6]=[CH:5][CH:4]=[CH:3][CH:2]=1.[NH:11]1[C:15]2[CH:16]=[CH:17][CH:18]=[CH:19][C:14]=2[N:13]=[C:12]1[C:20]1[C:24]([NH2:25])=[CH:23][NH:22][N:21]=1.C(Cl)CCl.C1C=CC2N(O)N=NC=2C=1. The product is [NH:13]1[C:14]2[CH:19]=[CH:18][CH:17]=[CH:16][C:15]=2[N:11]=[C:12]1[C:20]1[C:24]([NH:25][C:8](=[O:10])[CH2:7][C:1]2[CH:2]=[CH:3][CH:4]=[CH:5][CH:6]=2)=[CH:23][NH:22][N:21]=1. The catalyst is CS(C)=O. The yield is 0.190. (9) The reactants are Br[C:2]([CH3:9])([CH3:8])[C:3]([O:5][CH2:6][CH3:7])=[O:4].C(N(C(C)C)CC)(C)C.[CH:19]1([C:22]2[C:31]3[C:26](=[CH:27][CH:28]=[CH:29][CH:30]=3)[C:25]([N:32]3[C:36]([C:37]([F:40])([F:39])[F:38])=[N:35][N:34]=[C:33]3[SH:41])=[CH:24][CH:23]=2)[CH2:21][CH2:20]1. The catalyst is CN(C=O)C. The product is [CH:19]1([C:22]2[C:31]3[C:26](=[CH:27][CH:28]=[CH:29][CH:30]=3)[C:25]([N:32]3[C:36]([C:37]([F:38])([F:40])[F:39])=[N:35][N:34]=[C:33]3[S:41][C:2]([CH3:9])([CH3:8])[C:3]([O:5][CH2:6][CH3:7])=[O:4])=[CH:24][CH:23]=2)[CH2:20][CH2:21]1. The yield is 0.370. (10) The reactants are [Br:1]N1C(=O)CCC1=O.[C:9]([CH2:15][C:16]#[N:17])(=[O:14])[C:10]([CH3:13])([CH3:12])[CH3:11]. The catalyst is C(Cl)(Cl)(Cl)Cl. The product is [Br:1][CH:15]([C:9](=[O:14])[C:10]([CH3:13])([CH3:12])[CH3:11])[C:16]#[N:17]. The yield is 0.879.